Regression. Given a peptide amino acid sequence and an MHC pseudo amino acid sequence, predict their binding affinity value. This is MHC class I binding data. From a dataset of Peptide-MHC class I binding affinity with 185,985 pairs from IEDB/IMGT. (1) The peptide sequence is ELLRPTTVV. The MHC is HLA-A02:03 with pseudo-sequence HLA-A02:03. The binding affinity (normalized) is 0.345. (2) The peptide sequence is DSDGSFFLY. The MHC is HLA-B15:01 with pseudo-sequence HLA-B15:01. The binding affinity (normalized) is 0.0847. (3) The peptide sequence is WASRELERF. The MHC is HLA-A30:02 with pseudo-sequence HLA-A30:02. The binding affinity (normalized) is 0. (4) The peptide sequence is VLAARLKRSA. The MHC is HLA-A02:06 with pseudo-sequence HLA-A02:06. The binding affinity (normalized) is 0.0876. (5) The peptide sequence is WGKEAVNHF. The MHC is HLA-B51:01 with pseudo-sequence HLA-B51:01. The binding affinity (normalized) is 0.0847. (6) The MHC is HLA-A31:01 with pseudo-sequence HLA-A31:01. The binding affinity (normalized) is 0.0847. The peptide sequence is DTTTDISKY. (7) The peptide sequence is KQYNVTQAF. The MHC is HLA-A03:01 with pseudo-sequence HLA-A03:01. The binding affinity (normalized) is 0.191.